This data is from Retrosynthesis with 50K atom-mapped reactions and 10 reaction types from USPTO. The task is: Predict the reactants needed to synthesize the given product. (1) Given the product CCCCCCCCCCCCCCCCCCCCCC(=O)OCCOc1ccccc1, predict the reactants needed to synthesize it. The reactants are: CCCCCCCCCCCCCCCCCCCCCC(=O)O.OCCOc1ccccc1. (2) Given the product NC(=O)c1cc([N+](=O)[O-])c(N(CCCl)CCCl)c([N+](=O)[O-])c1, predict the reactants needed to synthesize it. The reactants are: N.O=C(O)c1cc([N+](=O)[O-])c(N(CCCl)CCCl)c([N+](=O)[O-])c1. (3) The reactants are: CCC(CC)c1cc(C)nn2c(-c3sc(Br)nc3C)c(C)nc12.OB(O)c1cccnc1. Given the product CCC(CC)c1cc(C)nn2c(-c3sc(-c4cccnc4)nc3C)c(C)nc12, predict the reactants needed to synthesize it. (4) Given the product Cc1nc2ccc(C(=O)NCC(=O)c3ccccc3)cc2[nH]1, predict the reactants needed to synthesize it. The reactants are: Cc1nc2ccc(C(=O)O)cc2[nH]1.NCC(=O)c1ccccc1. (5) Given the product Nc1ccc(S(=O)(=O)Nc2ccc3c(c2)B(O)OC3)c(CC(=O)NCc2ccccc2)c1, predict the reactants needed to synthesize it. The reactants are: NCc1ccccc1.Nc1ccc(S(=O)(=O)Nc2ccc3c(c2)B(O)OC3)c(CC(=O)O)c1. (6) The reactants are: O=C(NC1CN(C(C(=O)O)c2cc(Br)c(O)c(Br)c2)C1=O)C(=NO)c1ccc(OCCC(NC(=O)C(F)(F)F)C(=O)O)cc1. Given the product NC(CCOc1ccc(C(=NO)C(=O)NC2CN(C(C(=O)O)c3cc(Br)c(O)c(Br)c3)C2=O)cc1)C(=O)O, predict the reactants needed to synthesize it.